Dataset: Forward reaction prediction with 1.9M reactions from USPTO patents (1976-2016). Task: Predict the product of the given reaction. (1) The product is: [CH2:8]([S:10]([N:14]1[CH2:19][CH2:18][CH2:17][C@@H:16]([NH:20][C:21]2[CH:26]=[CH:25][N:24]=[C:23]([C:27]3[N:31]4[CH:32]=[C:33]([C:36]#[N:37])[CH:34]=[CH:35][C:30]4=[N:29][CH:28]=3)[N:22]=2)[CH2:15]1)(=[O:12])=[O:11])[CH3:9]. Given the reactants C(N(CC)CC)C.[CH2:8]([S:10](Cl)(=[O:12])=[O:11])[CH3:9].[NH:14]1[CH2:19][CH2:18][CH2:17][C@@H:16]([NH:20][C:21]2[CH:26]=[CH:25][N:24]=[C:23]([C:27]3[N:31]4[CH:32]=[C:33]([C:36]#[N:37])[CH:34]=[CH:35][C:30]4=[N:29][CH:28]=3)[N:22]=2)[CH2:15]1.O, predict the reaction product. (2) Given the reactants [Cl:1][C:2]1[CH:7]=[CH:6][C:5]([C@@H:8]([C:19]2[CH:24]=[CH:23][C:22]([CH:25]3[CH2:30][CH2:29][N:28]([C:31]([O:33][C:34]([CH3:37])([CH3:36])[CH3:35])=[O:32])[CH2:27][CH2:26]3)=[CH:21][CH:20]=2)[CH2:9][C:10]([C:12]2[CH:17]=[CH:16][N:15]=[C:14]([CH3:18])[CH:13]=2)=O)=[C:4]([CH3:38])[CH:3]=1.Cl.[NH2:40][OH:41].C(=O)([O-])O.[Na+], predict the reaction product. The product is: [Cl:1][C:2]1[CH:7]=[CH:6][C:5]([C@@H:8]([C:19]2[CH:20]=[CH:21][C:22]([CH:25]3[CH2:30][CH2:29][N:28]([C:31]([O:33][C:34]([CH3:35])([CH3:37])[CH3:36])=[O:32])[CH2:27][CH2:26]3)=[CH:23][CH:24]=2)[CH2:9]/[C:10](=[N:40]\[OH:41])/[C:12]2[CH:17]=[CH:16][N:15]=[C:14]([CH3:18])[CH:13]=2)=[C:4]([CH3:38])[CH:3]=1. (3) The product is: [F:1][C:2]1[CH:7]=[CH:6][C:5]([CH:10]([C:11]([O:13][CH2:14][CH3:15])=[O:12])[C:9]([O:17][CH2:18][CH3:19])=[O:16])=[CH:4][CH:3]=1. Given the reactants [F:1][C:2]1[CH:7]=[CH:6][C:5](I)=[CH:4][CH:3]=1.[C:9]([O:17][CH2:18][CH3:19])(=[O:16])[CH2:10][C:11]([O:13][CH2:14][CH3:15])=[O:12].C(=O)([O-])[O-].[Cs+].[Cs+].N1CCC[C@H]1C(O)=O, predict the reaction product. (4) Given the reactants [C:1]1([C:11]([OH:13])=O)[C:10]2[CH2:9][CH2:8][CH2:7][CH2:6][C:5]=2[CH:4]=[CH:3][CH:2]=1.C(Cl)(=O)C(Cl)=O.[CH2:20]([O:22][C:23]([C:25]1([NH2:34])[CH2:33][C:32]2[C:27](=[CH:28][CH:29]=[CH:30][CH:31]=2)[CH2:26]1)=[O:24])[CH3:21].CCN(C(C)C)C(C)C, predict the reaction product. The product is: [CH2:20]([O:22][C:23]([C:25]1([NH:34][C:11]([C:1]2[C:10]3[CH2:9][CH2:8][CH2:7][CH2:6][C:5]=3[CH:4]=[CH:3][CH:2]=2)=[O:13])[CH2:33][C:32]2[C:27](=[CH:28][CH:29]=[CH:30][CH:31]=2)[CH2:26]1)=[O:24])[CH3:21]. (5) Given the reactants Cl[CH:2]([CH:8]=O)[C:3]([O:5][CH2:6][CH3:7])=[O:4].[C:10]1([NH:16][C:17]([NH2:19])=[O:18])[CH:15]=[CH:14][CH:13]=[CH:12][CH:11]=1, predict the reaction product. The product is: [NH:16]([C:17]1[O:18][C:2]([C:3]([O:5][CH2:6][CH3:7])=[O:4])=[CH:8][N:19]=1)[C:10]1[CH:15]=[CH:14][CH:13]=[CH:12][CH:11]=1. (6) The product is: [C:1]([O:4][C:5]1[CH:14]=[CH:13][C:8]([NH:9][C:10](=[O:18])[CH3:12])=[C:7]([OH:11])[CH:6]=1)(=[O:3])[CH3:2]. Given the reactants [C:1]([O:4][C:5]1[CH:14]=[CH:13][C:8]2[N:9]=[C:10]([CH3:12])[O:11][C:7]=2[CH:6]=1)(=[O:3])[CH3:2].FC(F)(F)C(O)=[O:18].C(=O)([O-])O.[Na+], predict the reaction product. (7) The product is: [C:1]([O:5][C:6](=[O:22])[N:7]([CH2:12][C:13]1[CH:18]=[CH:17][C:16]([Cl:19])=[C:15]([CH:20]=[O:21])[CH:14]=1)[CH2:8][CH:9]([F:11])[F:10])([CH3:4])([CH3:2])[CH3:3]. Given the reactants [C:1]([O:5][C:6](=[O:22])[N:7]([CH2:12][C:13]1[CH:18]=[CH:17][C:16]([Cl:19])=[C:15]([CH2:20][OH:21])[CH:14]=1)[CH2:8][CH:9]([F:11])[F:10])([CH3:4])([CH3:3])[CH3:2], predict the reaction product. (8) Given the reactants [C:1]([O:5][C:6]([NH:8][C@@H:9]([CH2:13][CH2:14][C:15]([O:17][CH3:18])=[O:16])[C:10](O)=[O:11])=[O:7])([CH3:4])([CH3:3])[CH3:2].CN1CCOCC1.ClC(OCC)=O.[BH4-].[Na+], predict the reaction product. The product is: [C:1]([O:5][C:6]([NH:8][C@H:9]([CH2:10][OH:11])[CH2:13][CH2:14][C:15]([O:17][CH3:18])=[O:16])=[O:7])([CH3:3])([CH3:2])[CH3:4].